Dataset: Forward reaction prediction with 1.9M reactions from USPTO patents (1976-2016). Task: Predict the product of the given reaction. (1) Given the reactants [CH3:1][C:2]([CH3:27])([CH2:22][S:23]([CH3:26])(=[O:25])=[O:24])[CH2:3][N:4]1[C:16]2[C:15]3[CH:14]=[CH:13][CH:12]=[CH:11][C:10]=3[N:9]=[C:8]([NH2:17])[C:7]=2[N:6]=[C:5]1[CH2:18][O:19]CC.B(Br)(Br)Br, predict the reaction product. The product is: [NH2:17][C:8]1[C:7]2[N:6]=[C:5]([CH2:18][OH:19])[N:4]([CH2:3][C:2]([CH3:27])([CH3:1])[CH2:22][S:23]([CH3:26])(=[O:25])=[O:24])[C:16]=2[C:15]2[CH:14]=[CH:13][CH:12]=[CH:11][C:10]=2[N:9]=1. (2) Given the reactants Cl[C:2]1[CH:3]=[C:4](C#N)[C:5]2[CH:6]=[CH:7][N:8]([C:11]3[N:12]([CH2:22][CH3:23])[C:13](=[O:21])[NH:14][C:15](=[O:20])[C:16]=3[CH:17]([CH3:19])[CH3:18])[C:9]=2[CH:10]=1.N1C2C(=CC=CC=2)C=C1, predict the reaction product. The product is: [CH2:22]([N:12]1[C:11]([N:8]2[C:9]3[C:5](=[CH:4][CH:3]=[CH:2][CH:10]=3)[CH:6]=[CH:7]2)=[C:16]([CH:17]([CH3:18])[CH3:19])[C:15](=[O:20])[NH:14][C:13]1=[O:21])[CH3:23]. (3) Given the reactants [CH3:1][O:2][C:3]1[CH:10]=[CH:9][C:6]([CH2:7]Br)=[CH:5][CH:4]=1.[Br:11][C:12]1[N:17]=[C:16]([C:18]([O:20][CH3:21])=[O:19])[C:15]([OH:22])=[CH:14][CH:13]=1.C([O-])([O-])=O.[K+].[K+], predict the reaction product. The product is: [Br:11][C:12]1[N:17]=[C:16]([C:18]([O:20][CH3:21])=[O:19])[C:15]([O:22][CH2:7][C:6]2[CH:9]=[CH:10][C:3]([O:2][CH3:1])=[CH:4][CH:5]=2)=[CH:14][CH:13]=1. (4) The product is: [CH3:1][C:2]1[O:6][N:5]=[C:4]([C:7]2[CH:8]=[CH:9][CH:10]=[CH:11][CH:12]=2)[C:3]=1[C:13]([N:26]1[CH2:25][CH2:24][N:23]([CH2:22][CH2:21][N:16]2[CH2:17][CH2:18][CH2:19][CH2:20]2)[CH2:28][CH2:27]1)=[O:15]. Given the reactants [CH3:1][C:2]1[O:6][N:5]=[C:4]([C:7]2[CH:12]=[CH:11][CH:10]=[CH:9][CH:8]=2)[C:3]=1[C:13]([OH:15])=O.[N:16]1([CH2:21][CH2:22][N:23]2[CH2:28][CH2:27][NH:26][CH2:25][CH2:24]2)[CH2:20][CH2:19][CH2:18][CH2:17]1.F[B-](F)(F)F.N1(OC(N(C)C)=[N+](C)C)C2C=CC=CC=2N=N1.C(N(C(C)C)CC)(C)C, predict the reaction product.